This data is from Full USPTO retrosynthesis dataset with 1.9M reactions from patents (1976-2016). The task is: Predict the reactants needed to synthesize the given product. Given the product [Cl:1][C:2]1[C:3]([F:13])=[CH:4][C:5]([CH2:8][C@@H:9]2[CH2:10][O:11][C:15]([CH3:20])([CH3:16])[O:12]2)=[CH:6][N:7]=1, predict the reactants needed to synthesize it. The reactants are: [Cl:1][C:2]1[N:7]=[CH:6][C:5]([CH2:8][C@@H:9]([OH:12])[CH2:10][OH:11])=[CH:4][C:3]=1[F:13].O.[C:15]1(C)[CH:20]=CC(S(O)(=O)=O)=C[CH:16]=1.